Dataset: Catalyst prediction with 721,799 reactions and 888 catalyst types from USPTO. Task: Predict which catalyst facilitates the given reaction. (1) Reactant: [Br:1][C:2]1[CH:3]=[CH:4][C:5]2[S:9][CH:8]=[CH:7][C:6]=2[CH:10]=1.Cl[Si:12]([CH3:15])([CH3:14])[CH3:13].C([N-]C(C)C)(C)C.[Li+]. Product: [Br:1][C:2]1[CH:3]=[CH:4][C:5]2[S:9][C:8]([Si:12]([CH3:15])([CH3:14])[CH3:13])=[CH:7][C:6]=2[CH:10]=1. The catalyst class is: 1. (2) Reactant: [N+]([O-])(O)=O.[N+]([O-])(O)=O.O=[Zr:10].N.[P:12]([O-:16])([O-:15])([O-:14])=[O:13]. Product: [P:12]([O-:16])([O-:15])([O-:14])=[O:13].[Zr+4:10].[P:12]([O-:16])([O-:15])([O-:14])=[O:13].[P:12]([O-:16])([O-:15])([O-:14])=[O:13].[P:12]([O-:16])([O-:15])([O-:14])=[O:13].[Zr+4:10].[Zr+4:10]. The catalyst class is: 6.